From a dataset of CYP2C9 inhibition data for predicting drug metabolism from PubChem BioAssay. Regression/Classification. Given a drug SMILES string, predict its absorption, distribution, metabolism, or excretion properties. Task type varies by dataset: regression for continuous measurements (e.g., permeability, clearance, half-life) or binary classification for categorical outcomes (e.g., BBB penetration, CYP inhibition). Dataset: cyp2c9_veith. (1) The molecule is Cc1ccc(CNC(=O)[C@H](C)[C@H]2C[C@]2(C)[C@H](NC(=O)OCc2ccccc2)c2ccccc2)o1. The result is 1 (inhibitor). (2) The compound is N#CCCSC(=S)[C@H]1CCCC1=N. The result is 0 (non-inhibitor). (3) The compound is CCCCn1cnc2c(SC)ncnc21. The result is 0 (non-inhibitor). (4) The compound is C[C@@H]1/C=C\CC(=O)OC[C@H]2O[C@@H](C=C[C@@H]2O)[C@H](C)/C=C\CC(=O)OC1. The result is 0 (non-inhibitor).